From a dataset of Full USPTO retrosynthesis dataset with 1.9M reactions from patents (1976-2016). Predict the reactants needed to synthesize the given product. Given the product [Br:12][C:13]1[CH:18]=[CH:17][C:16]([S:19]([CH3:26])(=[O:21])=[O:20])=[C:15]([CH2:23][CH3:24])[CH:14]=1, predict the reactants needed to synthesize it. The reactants are: S([O-])([O-])=O.[Na+].[Na+].C(=O)(O)[O-].[Na+].[Br:12][C:13]1[CH:18]=[CH:17][C:16]([S:19](Cl)(=[O:21])=[O:20])=[C:15]([CH2:23][CH3:24])[CH:14]=1.Br[CH2:26]C(O)=O.[OH-].[Na+].